This data is from Full USPTO retrosynthesis dataset with 1.9M reactions from patents (1976-2016). The task is: Predict the reactants needed to synthesize the given product. (1) Given the product [Br:1][C:2]1[CH:3]=[C:4]2[C:8](=[CH:9][CH:10]=1)[NH:7][C:6]([C:21](=[O:22])[NH:20][C:16]([CH3:19])([CH3:18])[CH3:17])=[C:5]2[CH2:11][C:12]([O:14][CH3:15])=[O:13], predict the reactants needed to synthesize it. The reactants are: [Br:1][C:2]1[CH:3]=[C:4]2[C:8](=[CH:9][CH:10]=1)[NH:7][CH:6]=[C:5]2[CH2:11][C:12]([O:14][CH3:15])=[O:13].[C:16]([N:20]=[C:21]=[O:22])([CH3:19])([CH3:18])[CH3:17].B(F)(F)F.CCOCC.CCOC(C)=O. (2) The reactants are: [Br:1][C:2]1[CH:3]=[C:4]2[C:10]([CH3:11])=[N:9][NH:8][C:5]2=[N:6][CH:7]=1.[C:12]([O:16][C:17](O[C:17]([O:16][C:12]([CH3:15])([CH3:14])[CH3:13])=[O:18])=[O:18])([CH3:15])([CH3:14])[CH3:13]. Given the product [Br:1][C:2]1[CH:3]=[C:4]2[C:10]([CH3:11])=[N:9][N:8]([C:17]([O:16][C:12]([CH3:15])([CH3:14])[CH3:13])=[O:18])[C:5]2=[N:6][CH:7]=1, predict the reactants needed to synthesize it. (3) Given the product [Cl:29][C:30]1[CH:47]=[C:46]([Cl:48])[CH:45]=[CH:44][C:31]=1[CH2:32][N:33]1[C:37](/[CH:38]=[CH:15]/[S:16]([NH:19][C:20](=[O:26])[O:21][C:22]([CH3:24])([CH3:23])[CH3:25])(=[O:18])=[O:17])=[CH:36][C:35]([O:40][CH:41]([CH3:43])[CH3:42])=[N:34]1, predict the reactants needed to synthesize it. The reactants are: C1(P([CH2:15][S:16]([NH:19][C:20](=[O:26])[O:21][C:22]([CH3:25])([CH3:24])[CH3:23])(=[O:18])=[O:17])(C2C=CC=CC=2)=O)C=CC=CC=1.[H-].[Na+].[Cl:29][C:30]1[CH:47]=[C:46]([Cl:48])[CH:45]=[CH:44][C:31]=1[CH2:32][N:33]1[C:37]([CH:38]=O)=[CH:36][C:35]([O:40][CH:41]([CH3:43])[CH3:42])=[N:34]1. (4) Given the product [OH:17][CH2:16][CH:13]1[CH2:14][CH2:15][N:10]([C:4]2[CH:5]=[CH:6][N:1]=[CH:2][CH:3]=2)[CH2:11][CH2:12]1, predict the reactants needed to synthesize it. The reactants are: [N:1]1[CH:6]=[CH:5][C:4](B(O)O)=[CH:3][CH:2]=1.[NH:10]1[CH2:15][CH2:14][CH:13]([CH2:16][OH:17])[CH2:12][CH2:11]1.N1C=CC=CC=1. (5) Given the product [CH3:38][N:1]1[CH2:2][CH2:3][CH:4]([C:7]2[CH:12]=[CH:11][C:10]([NH:13][C:14]3[N:19]=[C:18]([CH2:20][CH2:21][C:22]4[C:27]([CH2:28][C:29]([NH2:31])=[O:30])=[CH:26][N:25]=[CH:24][N:23]=4)[C:17]([C:32]([F:35])([F:33])[F:34])=[CH:16][N:15]=3)=[CH:9][CH:8]=2)[CH2:5][CH2:6]1, predict the reactants needed to synthesize it. The reactants are: [NH:1]1[CH2:6][CH2:5][CH:4]([C:7]2[CH:12]=[CH:11][C:10]([NH:13][C:14]3[N:19]=[C:18]([CH2:20][CH2:21][C:22]4[C:27]([CH2:28][C:29]([NH2:31])=[O:30])=[CH:26][N:25]=[CH:24][N:23]=4)[C:17]([C:32]([F:35])([F:34])[F:33])=[CH:16][N:15]=3)=[CH:9][CH:8]=2)[CH2:3][CH2:2]1.C=O.[C:38](O[BH-](OC(=O)C)OC(=O)C)(=O)C.[Na+]. (6) The reactants are: C([O:8][C:9]1[C:18](Br)=[CH:17][C:12]([C:13]([O:15][CH3:16])=[O:14])=[C:11]([N:20]2[CH2:25][CH2:24][O:23][CH2:22][CH2:21]2)[CH:10]=1)C1C=CC=CC=1.[CH:26]1(B(O)O)[CH2:28][CH2:27]1.C1(P(C2CCCCC2)C2C=CC=CC=2C2C(OC)=CC=CC=2OC)CCCCC1.C(=O)([O-])[O-].[Na+].[Na+].[H][H]. Given the product [CH:26]1([C:18]2[C:9]([OH:8])=[CH:10][C:11]([N:20]3[CH2:21][CH2:22][O:23][CH2:24][CH2:25]3)=[C:12]([CH:17]=2)[C:13]([O:15][CH3:16])=[O:14])[CH2:28][CH2:27]1, predict the reactants needed to synthesize it. (7) Given the product [F:1][C:2]1[C:3]([O:29][CH3:30])=[CH:4][C:5]2[CH2:11][CH2:10][CH2:9][C:8]([C:12]3[CH:17]=[CH:16][C:15]([F:18])=[C:14]([O:19][CH3:20])[CH:13]=3)=[C:7]([CH2:21][CH2:22][CH2:23][CH2:24][CH2:25][CH2:26][OH:27])[C:6]=2[CH:28]=1, predict the reactants needed to synthesize it. The reactants are: [F:1][C:2]1[C:3]([O:29][CH3:30])=[CH:4][C:5]2[CH2:11][CH2:10][CH2:9][C:8]([C:12]3[CH:17]=[CH:16][C:15]([F:18])=[C:14]([O:19][CH3:20])[CH:13]=3)=[C:7]([C:21]#[C:22][CH2:23][CH2:24][CH2:25][CH2:26][OH:27])[C:6]=2[CH:28]=1.[OH-].[K+].